This data is from Forward reaction prediction with 1.9M reactions from USPTO patents (1976-2016). The task is: Predict the product of the given reaction. (1) Given the reactants [F:1][C:2]([F:14])([F:13])[C:3]1[CH:8]=[CH:7][CH:6]=[CH:5][C:4]=1[NH:9][C:10]([NH2:12])=[S:11].Br[CH2:16][C:17]([C:19]1[CH:24]=[CH:23][C:22]([O:25][CH3:26])=[C:21]([O:27][CH3:28])[CH:20]=1)=O, predict the reaction product. The product is: [CH3:28][O:27][C:21]1[CH:20]=[C:19]([C:17]2[N:12]=[C:10]([NH:9][C:4]3[CH:5]=[CH:6][CH:7]=[CH:8][C:3]=3[C:2]([F:13])([F:1])[F:14])[S:11][CH:16]=2)[CH:24]=[CH:23][C:22]=1[O:25][CH3:26]. (2) Given the reactants [NH2:1][C@@H:2]1[CH2:6][CH2:5][N:4](C(OC(C)(C)C)=O)[CH2:3]1.[C:14]1([C:20]2[CH:28]=[C:27]3[C:23]([CH:24]=[C:25]([C:29](O)=[O:30])[NH:26]3)=[CH:22][CH:21]=2)[CH:19]=[CH:18][CH:17]=[CH:16][CH:15]=1.N, predict the reaction product. The product is: [C:14]1([C:20]2[CH:28]=[C:27]3[C:23]([CH:24]=[C:25]([C:29]([NH:1][C@@H:2]4[CH2:6][CH2:5][NH:4][CH2:3]4)=[O:30])[NH:26]3)=[CH:22][CH:21]=2)[CH:15]=[CH:16][CH:17]=[CH:18][CH:19]=1. (3) Given the reactants [CH2:1]([O:8][C:9]([NH:11][C:12]1[C:13](=[O:22])[N:14]([CH2:18][C:19]([OH:21])=O)[CH:15]=[CH:16][CH:17]=1)=[O:10])[C:2]1[CH:7]=[CH:6][CH:5]=[CH:4][CH:3]=1.CN(C(ON1N=NC2C=CC=CC1=2)=[N+](C)C)C.[B-](F)(F)(F)F.C1C=CC2N(O)N=NC=2C=1.CCN(C(C)C)C(C)C.[CH2:64]([NH2:69])[CH2:65][CH:66]([CH3:68])[CH3:67], predict the reaction product. The product is: [CH2:64]([NH:69][C:19](=[O:21])[CH2:18][N:14]1[CH:15]=[CH:16][CH:17]=[C:12]([NH:11][C:9](=[O:10])[O:8][CH2:1][C:2]2[CH:3]=[CH:4][CH:5]=[CH:6][CH:7]=2)[C:13]1=[O:22])[CH2:65][CH:66]([CH3:68])[CH3:67]. (4) Given the reactants F[C:2]1[CH:7]=[CH:6][C:5]([C:8]2[N:12]3[N:13]=[C:14]([NH:17][CH:18]4[CH2:23][CH2:22][CH:21]([OH:24])[CH2:20][CH2:19]4)[CH:15]=[CH:16][C:11]3=[N:10][CH:9]=2)=[CH:4][CH:3]=1.[NH:25]1[CH:29]=[N:28][CH:27]=[N:26]1.C(=O)([O-])[O-].[K+].[K+].CCOC(C)=O, predict the reaction product. The product is: [N:25]1([C:2]2[CH:7]=[CH:6][C:5]([C:8]3[N:12]4[N:13]=[C:14]([NH:17][CH:18]5[CH2:23][CH2:22][CH:21]([OH:24])[CH2:20][CH2:19]5)[CH:15]=[CH:16][C:11]4=[N:10][CH:9]=3)=[CH:4][CH:3]=2)[CH:29]=[N:28][CH:27]=[N:26]1. (5) Given the reactants [Br:1][C:2]1[CH:6]=[N:5][N:4]([CH3:7])[C:3]=1[NH2:8].Cl[C:10]1[CH:15]=[CH:14][CH:13]=[C:12]([C:16]2[CH:21]=[CH:20][CH:19]=[CH:18][CH:17]=2)[N:11]=1.[H-].[Na+], predict the reaction product. The product is: [Br:1][C:2]1[CH:6]=[N:5][N:4]([CH3:7])[C:3]=1[NH:8][C:10]1[CH:15]=[CH:14][CH:13]=[C:12]([C:16]2[CH:17]=[CH:18][CH:19]=[CH:20][CH:21]=2)[N:11]=1.